Dataset: Forward reaction prediction with 1.9M reactions from USPTO patents (1976-2016). Task: Predict the product of the given reaction. (1) Given the reactants [OH-].[Na+].C[O:4][C:5](=[O:23])[C:6]1[CH:11]=[CH:10][C:9]([C:12]#[C:13][C:14]#[C:15][C:16]2[CH:17]=[N:18][C:19]([Cl:22])=[CH:20][CH:21]=2)=[CH:8][CH:7]=1, predict the reaction product. The product is: [Cl:22][C:19]1[N:18]=[CH:17][C:16]([C:15]#[C:14][C:13]#[C:12][C:9]2[CH:8]=[CH:7][C:6]([C:5]([OH:23])=[O:4])=[CH:11][CH:10]=2)=[CH:21][CH:20]=1. (2) Given the reactants C(N(C(C)C)CC)(C)C.CCN=C=NCCCN(C)C.Cl.ON1C(=O)CCC1=O.[CH2:30]1[CH:34]([CH2:35][CH2:36][CH2:37][CH2:38][C:39]([OH:41])=[O:40])[S:33][S:32][CH2:31]1, predict the reaction product. The product is: [CH2:30]1[C@@H:34]([CH2:35][CH2:36][CH2:37][CH2:38][C:39]([OH:41])=[O:40])[S:33][S:32][CH2:31]1. (3) The product is: [Cl:1][C:2]1[O:3][C:4]([C:12]2[CH:13]=[CH:14][C:15]([C:18]([F:21])([F:19])[F:20])=[CH:16][CH:17]=2)=[C:5]([CH:7]=[O:8])[N:6]=1. Given the reactants [Cl:1][C:2]1[O:3][C:4]([C:12]2[CH:17]=[CH:16][C:15]([C:18]([F:21])([F:20])[F:19])=[CH:14][CH:13]=2)=[C:5]([CH:7](OC)[O:8]C)[N:6]=1.C(O)(=O)C(O)=O.O.Cl, predict the reaction product. (4) Given the reactants [F:1][C:2]1[C:10]([N+:11]([O-:13])=[O:12])=[CH:9][CH:8]=[CH:7][C:3]=1[C:4]([OH:6])=O.CN(C)C=O.C(Cl)(=O)C(Cl)=O.[Br:25][C:26]1[CH:32]=[C:31]([C:33]([F:42])([C:38]([F:41])([F:40])[F:39])[C:34]([F:37])([F:36])[F:35])[CH:30]=[C:29]([Cl:43])[C:27]=1[NH2:28].C(N(CC)CC)C.[OH-].[Na+].C(=O)([O-])O.[Na+], predict the reaction product. The product is: [Br:25][C:26]1[CH:32]=[C:31]([C:33]([F:42])([C:38]([F:39])([F:40])[F:41])[C:34]([F:37])([F:36])[F:35])[CH:30]=[C:29]([Cl:43])[C:27]=1[NH:28][C:4](=[O:6])[C:3]1[CH:7]=[CH:8][CH:9]=[C:10]([N+:11]([O-:13])=[O:12])[C:2]=1[F:1]. (5) The product is: [CH3:1][NH:2][CH2:10][C:11]1[N:15]([CH3:16])[N:14]=[C:13]([N+:17]([O-:19])=[O:18])[CH:12]=1. Given the reactants [CH3:1][NH2:2].C([O-])([O-])=O.[K+].[K+].Br[CH2:10][C:11]1[N:15]([CH3:16])[N:14]=[C:13]([N+:17]([O-:19])=[O:18])[CH:12]=1, predict the reaction product. (6) Given the reactants [H-].[Na+].[C:3]([C:7]1[CH:36]=[CH:35][C:10]([C:11]([NH:13][C:14]2[CH:31]=[CH:30][C:29]([N+:32]([O-:34])=[O:33])=[CH:28][C:15]=2[C:16]([NH:18][C:19]2[CH:27]=[C:26]3[C:22]([CH:23]=[N:24][NH:25]3)=[CH:21][CH:20]=2)=[O:17])=[O:12])=[CH:9][CH:8]=1)([CH3:6])([CH3:5])[CH3:4].[C:37](O[C:37]([O:39][C:40]([CH3:43])([CH3:42])[CH3:41])=[O:38])([O:39][C:40]([CH3:43])([CH3:42])[CH3:41])=[O:38], predict the reaction product. The product is: [C:37]([N:25]1[C:26]2[C:22](=[CH:21][CH:20]=[C:19]([NH:18][C:16](=[O:17])[C:15]3[CH:28]=[C:29]([N+:32]([O-:34])=[O:33])[CH:30]=[CH:31][C:14]=3[NH:13][C:11](=[O:12])[C:10]3[CH:35]=[CH:36][C:7]([C:3]([CH3:6])([CH3:4])[CH3:5])=[CH:8][CH:9]=3)[CH:27]=2)[CH:23]=[N:24]1)([O:39][C:40]([CH3:43])([CH3:42])[CH3:41])=[O:38].